Dataset: Reaction yield outcomes from USPTO patents with 853,638 reactions. Task: Predict the reaction yield, written as a fraction of the theoretical maximum amount of product (1.0 means a 100% yield; for example, 0.34 means a 34% yield). The reactants are [C:1]([O:5][C:6]([N:8]([CH2:19][CH:20]=[CH2:21])[CH2:9][C:10]1[CH:11]=[CH:12][CH:13]=[C:14]2[C:18]=1[NH:17][CH:16]=[CH:15]2)=[O:7])([CH3:4])([CH3:3])[CH3:2].[H-].[Na+].[CH2:24](Br)[CH:25]=[CH2:26]. The catalyst is CN(C)C=O.C(OCC)(=O)C. The product is [C:1]([O:5][C:6]([N:8]([CH2:19][CH:20]=[CH2:21])[CH2:9][C:10]1[CH:11]=[CH:12][CH:13]=[C:14]2[C:18]=1[N:17]([CH2:26][CH:25]=[CH2:24])[CH:16]=[CH:15]2)=[O:7])([CH3:4])([CH3:3])[CH3:2]. The yield is 0.910.